From a dataset of Catalyst prediction with 721,799 reactions and 888 catalyst types from USPTO. Predict which catalyst facilitates the given reaction. (1) Reactant: CC(OC(/N=N/C(OC(C)C)=O)=O)C.[F:15][C:16]([F:40])([F:39])[C:17]1[N:21]2[N:22]=[C:23]([N:26]3[CH2:31][CH2:30][CH:29]([C:32]4[CH:37]=[CH:36][C:35]([OH:38])=[CH:34][CH:33]=4)[CH2:28][CH2:27]3)[CH:24]=[CH:25][C:20]2=[N:19][N:18]=1.[C:41]([N:44]1[CH2:49][CH2:48][N:47]([CH2:50][C@@H:51](O)[CH3:52])[CH2:46][CH2:45]1)(=[O:43])[CH3:42].C1(P(C2C=CC=CC=2)C2C=CC=CC=2)C=CC=CC=1. Product: [C:41]([N:44]1[CH2:49][CH2:48][N:47]([CH2:50][C@@H:51]([CH3:52])[O:38][C:35]2[CH:36]=[CH:37][C:32]([CH:29]3[CH2:30][CH2:31][N:26]([C:23]4[CH:24]=[CH:25][C:20]5[N:21]([C:17]([C:16]([F:15])([F:39])[F:40])=[N:18][N:19]=5)[N:22]=4)[CH2:27][CH2:28]3)=[CH:33][CH:34]=2)[CH2:46][CH2:45]1)(=[O:43])[CH3:42]. The catalyst class is: 56. (2) Reactant: [CH3:1][O:2][C:3]1[CH:55]=[CH:54][CH:53]=[CH:52][C:4]=1[CH2:5][O:6][CH2:7][CH2:8][CH2:9][O:10][C:11]1[CH:16]=[CH:15][C:14]([CH:17]2[CH2:22][CH2:21][N:20]([C:23]([O:25][C:26]([CH3:29])([CH3:28])[CH3:27])=[O:24])[CH2:19][CH:18]2[O:30][CH2:31][C:32]2[C:37]3[N:38](COCC[Si](C)(C)C)[C:39](=[O:43])[CH2:40][CH2:41][CH2:42][C:36]=3[CH:35]=[CH:34][CH:33]=2)=[CH:13][CH:12]=1.[F-].C([N+](CCCC)(CCCC)CCCC)CCC.O.COC(C)(C)C. Product: [CH3:1][O:2][C:3]1[CH:55]=[CH:54][CH:53]=[CH:52][C:4]=1[CH2:5][O:6][CH2:7][CH2:8][CH2:9][O:10][C:11]1[CH:12]=[CH:13][C:14]([CH:17]2[CH2:22][CH2:21][N:20]([C:23]([O:25][C:26]([CH3:29])([CH3:28])[CH3:27])=[O:24])[CH2:19][CH:18]2[O:30][CH2:31][C:32]2[C:37]3[NH:38][C:39](=[O:43])[CH2:40][CH2:41][CH2:42][C:36]=3[CH:35]=[CH:34][CH:33]=2)=[CH:15][CH:16]=1. The catalyst class is: 7.